Dataset: Catalyst prediction with 721,799 reactions and 888 catalyst types from USPTO. Task: Predict which catalyst facilitates the given reaction. (1) Reactant: [Cl:1][C:2]1[C:7]([Cl:8])=[CH:6][CH:5]=[CH:4][C:3]=1[CH2:9][S:10]([OH:13])(=O)=[O:11].CN(C=O)C.C(Cl)(=O)C([Cl:22])=O.CCOC(C)=O.CCCCCC. Product: [Cl:1][C:2]1[C:7]([Cl:8])=[CH:6][CH:5]=[CH:4][C:3]=1[CH2:9][S:10]([Cl:22])(=[O:13])=[O:11]. The catalyst class is: 1. (2) Reactant: [C:1]([NH:6][C:7]1[CH:12]=[CH:11][C:10]([C:13]#[N:14])=[C:9]([C:15]([F:18])([F:17])[F:16])[CH:8]=1)(=[O:5])[C:2]([CH3:4])=[CH2:3].C1C=C(C(O)=[O:26])C(C(OO)=O)=CC=1.[OH-].[K+]. Product: [C:13]([C:10]1[CH:11]=[CH:12][C:7]([NH:6][C:1](=[O:5])[C:2]2([CH3:4])[O:26][CH2:3]2)=[CH:8][C:9]=1[C:15]([F:16])([F:17])[F:18])#[N:14]. The catalyst class is: 13. (3) Product: [F:1][C:2]1[CH:3]=[CH:4][C:5]([N:8]2[CH:12]=[C:11](/[CH:13]=[C:18](/[N+:15]([O-:17])=[O:16])\[CH3:19])[CH:10]=[N:9]2)=[N:6][CH:7]=1. The catalyst class is: 6. Reactant: [F:1][C:2]1[CH:3]=[CH:4][C:5]([N:8]2[CH:12]=[C:11]([CH:13]=O)[CH:10]=[N:9]2)=[N:6][CH:7]=1.[N+:15]([CH2:18][CH3:19])([O-:17])=[O:16].C(O)=O.NCCO. (4) Reactant: [C:1]([C:3]1[CH:8]=[CH:7][C:6]([C:9]2[N:13]3[CH:14]=[C:15]([C:18]4[CH:41]=[CH:40][C:21]([C:22]([N:24]5[CH2:29][CH2:28][C:27]([NH:32]C(=O)OC(C)(C)C)([CH2:30][CH3:31])[CH2:26][CH2:25]5)=[O:23])=[CH:20][CH:19]=4)[CH:16]=[CH:17][C:12]3=[N:11][CH:10]=2)=[CH:5][CH:4]=1)#[N:2].FC(F)(F)C(O)=O.C([O-])(O)=O.[Na+]. Product: [NH2:32][C:27]1([CH2:30][CH3:31])[CH2:26][CH2:25][N:24]([C:22]([C:21]2[CH:40]=[CH:41][C:18]([C:15]3[CH:16]=[CH:17][C:12]4[N:13]([C:9]([C:6]5[CH:5]=[CH:4][C:3]([C:1]#[N:2])=[CH:8][CH:7]=5)=[CH:10][N:11]=4)[CH:14]=3)=[CH:19][CH:20]=2)=[O:23])[CH2:29][CH2:28]1. The catalyst class is: 34. (5) Reactant: [Br:1][C:2]1[CH:13]=[CH:12][C:5]2[N:6]([CH2:9][CH2:10][OH:11])[CH:7]=[N:8][C:4]=2[CH:3]=1.[H-].[Na+].[CH3:16]I.O. Product: [Br:1][C:2]1[CH:13]=[CH:12][C:5]2[N:6]([CH2:9][CH2:10][O:11][CH3:16])[CH:7]=[N:8][C:4]=2[CH:3]=1. The catalyst class is: 1. (6) Reactant: Cl.[CH3:2][C:3]1[C:4]([CH3:12])=[N:5][CH:6]=[C:7]([CH:11]=1)[C:8](Cl)=[O:9].[H-].[Na+].[CH2:15]([O:17][C:18](=[O:28])[CH:19]=[CH:20][NH:21][C:22]1[CH:27]=[CH:26][CH:25]=[CH:24][CH:23]=1)[CH3:16].O. Product: [CH2:15]([O:17][C:18](=[O:28])[C:19]([C:8]([C:7]1[CH:6]=[N:5][C:4]([CH3:12])=[C:3]([CH3:2])[CH:11]=1)=[O:9])=[CH:20][NH:21][C:22]1[CH:27]=[CH:26][CH:25]=[CH:24][CH:23]=1)[CH3:16]. The catalyst class is: 7.